Dataset: Reaction yield outcomes from USPTO patents with 853,638 reactions. Task: Predict the reaction yield, written as a fraction of the theoretical maximum amount of product (1.0 means a 100% yield; for example, 0.34 means a 34% yield). (1) The reactants are C([Sn](CCCC)(CCCC)[C:6]1[S:7][CH:8]=[CH:9][CH:10]=1)CCC.[C:19]([O:23][C:24](=[O:43])[N:25]([CH2:27][C:28]1[CH:32]=[C:31](Br)[N:30]([S:34]([C:37]2[CH:38]=[N:39][CH:40]=[CH:41][CH:42]=2)(=[O:36])=[O:35])[CH:29]=1)[CH3:26])([CH3:22])([CH3:21])[CH3:20]. The catalyst is C1(C)C=CC=CC=1.C1C=CC([P]([Pd]([P](C2C=CC=CC=2)(C2C=CC=CC=2)C2C=CC=CC=2)([P](C2C=CC=CC=2)(C2C=CC=CC=2)C2C=CC=CC=2)[P](C2C=CC=CC=2)(C2C=CC=CC=2)C2C=CC=CC=2)(C2C=CC=CC=2)C2C=CC=CC=2)=CC=1. The product is [CH3:26][N:25]([CH2:27][C:28]1[CH:32]=[C:31]([C:6]2[S:7][CH:8]=[CH:9][CH:10]=2)[N:30]([S:34]([C:37]2[CH:38]=[N:39][CH:40]=[CH:41][CH:42]=2)(=[O:36])=[O:35])[CH:29]=1)[C:24](=[O:43])[O:23][C:19]([CH3:22])([CH3:20])[CH3:21]. The yield is 0.730. (2) The reactants are [NH:1]([C:5]1[CH:11]=[CH:10][C:8]([OH:9])=[CH:7][CH:6]=1)[C:2]([CH3:4])=[O:3].C([O-])([O-])=O.[K+].[K+].[I-].[Na+].Br[CH2:21][CH2:22][CH2:23][CH2:24][CH2:25][C:26]([O:28][CH3:29])=[O:27]. The catalyst is CC(C)=O. The product is [CH3:29][O:28][C:26](=[O:27])[CH2:25][CH2:24][CH2:23][CH2:22][CH2:21][O:9][C:8]1[CH:10]=[CH:11][C:5]([NH:1][C:2](=[O:3])[CH3:4])=[CH:6][CH:7]=1. The yield is 0.660.